From a dataset of NCI-60 drug combinations with 297,098 pairs across 59 cell lines. Regression. Given two drug SMILES strings and cell line genomic features, predict the synergy score measuring deviation from expected non-interaction effect. Drug 1: CS(=O)(=O)OCCCCOS(=O)(=O)C. Drug 2: C1CC(=O)NC(=O)C1N2C(=O)C3=CC=CC=C3C2=O. Cell line: HOP-92. Synergy scores: CSS=13.2, Synergy_ZIP=-2.00, Synergy_Bliss=4.70, Synergy_Loewe=2.12, Synergy_HSA=2.47.